This data is from Full USPTO retrosynthesis dataset with 1.9M reactions from patents (1976-2016). The task is: Predict the reactants needed to synthesize the given product. The reactants are: [Cl:1][C:2]1[C:11]2[CH2:10][CH2:9][CH2:8][N:7]([CH:12]3[CH2:17][CH2:16][N:15]([C:18]4[S:19][C:20]([C:23]([O:25]CC)=[O:24])=[CH:21][N:22]=4)[CH2:14][CH2:13]3)[C:6](=[O:28])[C:5]=2[NH:4][C:3]=1[CH3:29].[Li+].[OH-].Cl. Given the product [Cl:1][C:2]1[C:11]2[CH2:10][CH2:9][CH2:8][N:7]([CH:12]3[CH2:13][CH2:14][N:15]([C:18]4[S:19][C:20]([C:23]([OH:25])=[O:24])=[CH:21][N:22]=4)[CH2:16][CH2:17]3)[C:6](=[O:28])[C:5]=2[NH:4][C:3]=1[CH3:29], predict the reactants needed to synthesize it.